Dataset: Full USPTO retrosynthesis dataset with 1.9M reactions from patents (1976-2016). Task: Predict the reactants needed to synthesize the given product. (1) Given the product [CH3:17][Si:18]([CH3:24])([CH3:23])[C:2]1[CH:9]=[CH:8][C:5]([C:6]#[N:7])=[CH:4][CH:3]=1, predict the reactants needed to synthesize it. The reactants are: Br[C:2]1[CH:9]=[CH:8][C:5]([C:6]#[N:7])=[CH:4][CH:3]=1.CC1C(C)NC=N1.[CH3:17][Si:18]([CH3:24])([CH3:23])[Si:18]([CH3:24])([CH3:23])[CH3:17]. (2) The reactants are: [CH3:1][C@H:2]([O:6][C:7]1[N:15]=[C:14]2[C:10]([N:11]=[C:12]([O:26][CH3:27])[N:13]2[CH2:16][CH2:17][CH2:18][CH2:19][NH:20][C@@H:21]2[CH2:25][CH2:24][O:23][CH2:22]2)=[C:9]([NH2:28])[N:8]=1)[CH2:3][CH2:4][CH3:5].ClCCCCN1C(OC)=NC2C1=NC(O[C@@H](C)CCC)=NC=2N.O1CC[C@H](N)C1. Given the product [CH3:1][C@H:2]([O:6][C:7]1[N:15]=[C:14]2[C:10]([N:11]=[C:12]([O:26][CH3:27])[N:13]2[CH2:16][CH2:17][CH2:18][CH2:19][NH:20][C@H:21]2[CH2:25][CH2:24][O:23][CH2:22]2)=[C:9]([NH2:28])[N:8]=1)[CH2:3][CH2:4][CH3:5], predict the reactants needed to synthesize it. (3) Given the product [CH2:1]([O:3][C:4]1[CH:5]=[C:6]([CH:9]=[CH:10][C:11]=1[O:12][CH:14]([CH2:17][CH3:18])[CH2:15][CH3:16])[CH:7]=[O:8])[CH3:2], predict the reactants needed to synthesize it. The reactants are: [CH2:1]([O:3][C:4]1[CH:5]=[C:6]([CH:9]=[CH:10][C:11]=1[OH:12])[CH:7]=[O:8])[CH3:2].Br[CH:14]([CH2:17][CH3:18])[CH2:15][CH3:16].C([O-])([O-])=O.[K+].[K+]. (4) Given the product [CH2:10]([NH:17][C:18]([NH:1][C:2]1[S:3][C:4]([N+:7]([O-:9])=[O:8])=[CH:5][N:6]=1)=[O:19])[C:11]1[CH:16]=[CH:15][CH:14]=[CH:13][CH:12]=1, predict the reactants needed to synthesize it. The reactants are: [NH2:1][C:2]1[S:3][C:4]([N+:7]([O-:9])=[O:8])=[CH:5][N:6]=1.[CH2:10]([N:17]=[C:18]=[O:19])[C:11]1[CH:16]=[CH:15][CH:14]=[CH:13][CH:12]=1. (5) Given the product [Cl:27][C:24]1[S:23][C:22]([C:15]2[N:14]=[C:13]([NH:12][C:10]3[CH:11]=[CH:6][C:7]([CH2:39][C:43]([OH:37])=[O:42])=[CH:8][CH:9]=3)[C:18]3[CH2:19][CH2:20][CH2:21][C:17]=3[N:16]=2)=[CH:26][CH:25]=1, predict the reactants needed to synthesize it. The reactants are: C(OC[C:6]1[CH:11]=[C:10]([NH:12][C:13]2[C:18]([CH2:19][CH3:20])=[C:17]([CH3:21])[N:16]=[C:15]([C:22]3[S:23][C:24]([Cl:27])=[CH:25][CH:26]=3)[N:14]=2)[CH:9]=[CH:8][C:7]=1B1OC(C)(C)C(C)(C)O1)(=O)C.[OH-:37].[Li+].[CH2:39]1[CH2:43][O:42]CC1.CO.